This data is from Reaction yield outcomes from USPTO patents with 853,638 reactions. The task is: Predict the reaction yield, written as a fraction of the theoretical maximum amount of product (1.0 means a 100% yield; for example, 0.34 means a 34% yield). The reactants are C([NH:4][C:5]1[CH:9]=[C:8]([Cl:10])[N:7]([C:11]2[CH:16]=[CH:15][C:14]([Br:17])=[CH:13][CH:12]=2)[C:6]=1[C:18]([O:20][CH2:21][CH3:22])=[O:19])(=O)C.Cl. The catalyst is C(O)C. The product is [ClH:10].[NH2:4][C:5]1[CH:9]=[C:8]([Cl:10])[N:7]([C:11]2[CH:12]=[CH:13][C:14]([Br:17])=[CH:15][CH:16]=2)[C:6]=1[C:18]([O:20][CH2:21][CH3:22])=[O:19]. The yield is 0.938.